From a dataset of Reaction yield outcomes from USPTO patents with 853,638 reactions. Predict the reaction yield, written as a fraction of the theoretical maximum amount of product (1.0 means a 100% yield; for example, 0.34 means a 34% yield). The reactants are C([Li])CCC.[F:6][C:7]([F:22])([F:21])[C:8]([C:17]([F:20])([F:19])[F:18])([OH:16])[CH2:9][CH2:10][CH2:11][C:12]([CH3:15])([OH:14])[CH3:13].[C:23](Cl)(=[O:27])[C:24]([CH3:26])=[CH2:25]. The catalyst is O1CCCC1. The product is [C:23]([O:14][C:12]([CH3:13])([CH3:15])[CH2:11][CH2:10][CH2:9][C:8]([C:17]([F:18])([F:19])[F:20])([OH:16])[C:7]([F:21])([F:22])[F:6])(=[O:27])[C:24]([CH3:26])=[CH2:25]. The yield is 0.350.